Task: Predict the product of the given reaction.. Dataset: Forward reaction prediction with 1.9M reactions from USPTO patents (1976-2016) (1) The product is: [CH3:1][O:2][C:3]1[CH:29]=[CH:28][C:6]2[NH:7][C:8](=[O:27])[N:9]([CH:12]3[CH2:17][CH2:16][N:15]([C:18]4[CH:23]=[C:22]([C:24]([N:30]5[C:40]6[C:41]7[CH:32]([CH2:33][C:34](=[O:42])[NH:35][C:36]=7[CH:37]=[CH:38][CH:39]=6)[CH2:31]5)=[O:25])[CH:21]=[CH:20][N:19]=4)[CH2:14][CH2:13]3)[CH2:10][CH2:11][C:5]=2[CH:4]=1. Given the reactants [CH3:1][O:2][C:3]1[CH:29]=[CH:28][C:6]2[NH:7][C:8](=[O:27])[N:9]([CH:12]3[CH2:17][CH2:16][N:15]([C:18]4[CH:23]=[C:22]([C:24](O)=[O:25])[CH:21]=[CH:20][N:19]=4)[CH2:14][CH2:13]3)[CH2:10][CH2:11][C:5]=2[CH:4]=1.[NH:30]1[C:40]2[C:41]3[CH:32]([CH2:33][C:34](=[O:42])[NH:35][C:36]=3[CH:37]=[CH:38][CH:39]=2)[CH2:31]1.CN(C(ON1N=NC2C=CC=CC1=2)=[N+](C)C)C.[B-](F)(F)(F)F, predict the reaction product. (2) Given the reactants Br[C:2]1[CH:11]=[C:10]2[C:5]([C:6]([NH:18][C:19]3[CH:24]=[CH:23][C:22]([F:25])=[C:21]([Cl:26])[CH:20]=3)=[N:7][C:8]([C:12]3[CH:13]=[N:14][CH:15]=[CH:16][CH:17]=3)=[N:9]2)=[CH:4][CH:3]=1.[CH3:27][O:28][C:29]1[N:34]=[CH:33][C:32](B(O)O)=[CH:31][CH:30]=1.C(=O)([O-])[O-].[K+].[K+], predict the reaction product. The product is: [Cl:26][C:21]1[CH:20]=[C:19]([NH:18][C:6]2[C:5]3[C:10](=[CH:11][C:2]([C:32]4[CH:33]=[N:34][C:29]([O:28][CH3:27])=[CH:30][CH:31]=4)=[CH:3][CH:4]=3)[N:9]=[C:8]([C:12]3[CH:13]=[N:14][CH:15]=[CH:16][CH:17]=3)[N:7]=2)[CH:24]=[CH:23][C:22]=1[F:25]. (3) Given the reactants CN(C)S([N:6]1[CH:10]=[C:9]([C:11]2[C:20]3[C:15](=[CH:16][CH:17]=[CH:18][CH:19]=3)[C:14](=[O:21])[NH:13][N:12]=2)[C:8]([C:22]2[CH:27]=[CH:26][CH:25]=[CH:24][N:23]=2)=[N:7]1)(=O)=O.C[O-].[Na+], predict the reaction product. The product is: [N:23]1[CH:24]=[CH:25][CH:26]=[CH:27][C:22]=1[C:8]1[C:9]([C:11]2[C:20]3[C:15](=[CH:16][CH:17]=[CH:18][CH:19]=3)[C:14](=[O:21])[NH:13][N:12]=2)=[CH:10][NH:6][N:7]=1. (4) Given the reactants [CH3:1][O:2][C:3]1[CH:4]=[C:5]([OH:13])[CH:6]=[C:7]([O:11][CH3:12])[C:8]=1[O:9][CH3:10].[C:14](OC(=O)C)(=[O:16])[CH3:15], predict the reaction product. The product is: [C:14]([O:13][C:5]1[CH:6]=[C:7]([O:11][CH3:12])[C:8]([O:9][CH3:10])=[C:3]([O:2][CH3:1])[CH:4]=1)(=[O:16])[CH3:15]. (5) Given the reactants [Cl:1][C:2]1[N:3]=[N:4][C:5](Cl)=[CH:6][C:7]=1[C:8]1[CH:13]=[CH:12][C:11]([C:14]([F:17])([F:16])[F:15])=[CH:10][CH:9]=1.[NH2:19][C:20]1[CH:29]=[C:28]2[C:23]([CH:24]=[CH:25][CH:26]=[N:27]2)=[CH:22][CH:21]=1, predict the reaction product. The product is: [Cl:1][C:2]1[N:3]=[N:4][C:5]([NH:19][C:20]2[CH:29]=[C:28]3[C:23]([CH:24]=[CH:25][CH:26]=[N:27]3)=[CH:22][CH:21]=2)=[CH:6][C:7]=1[C:8]1[CH:13]=[CH:12][C:11]([C:14]([F:17])([F:16])[F:15])=[CH:10][CH:9]=1. (6) Given the reactants NC1N=CN=C(O[C@@H](C)CO)C=1.C(N[C:18]1[N:19]=[C:20](Cl)[CH:21]=[C:22]2[C:27]=1[C:26](=[O:28])[N:25](C[C@H](O)CO)[CH:24]=[CH:23]2)(C)(C)C.C([O-])([O-])=O.[Cs+].[Cs+], predict the reaction product. The product is: [C:26]1(=[O:28])[C:27]2[C:22](=[CH:21][CH:20]=[N:19][CH:18]=2)[CH:23]=[CH:24][NH:25]1. (7) Given the reactants Cl[C:2]1[C:7](Cl)=[CH:6][N:5]=[N:4][C:3]=1[OH:9].[NH:10]1[CH2:15][CH2:14][CH2:13][CH2:12][CH2:11]1, predict the reaction product. The product is: [N:10]1([C:2]2[C:7]([N:10]3[CH2:15][CH2:14][CH2:13][CH2:12][CH2:11]3)=[CH:6][N:5]=[N:4][C:3]=2[OH:9])[CH2:15][CH2:14][CH2:13][CH2:12][CH2:11]1.